The task is: Predict the reaction yield, written as a fraction of the theoretical maximum amount of product (1.0 means a 100% yield; for example, 0.34 means a 34% yield).. This data is from Reaction yield outcomes from USPTO patents with 853,638 reactions. (1) The reactants are CCCCCC.C([Li])CCC.Br[C:13]1[CH:18]=[CH:17][C:16]([C:19]2[N:24]=[C:23]([C:25]3[CH:30]=[CH:29][C:28]([C:31]([CH3:34])([CH3:33])[CH3:32])=[CH:27][CH:26]=3)[N:22]=[C:21]([C:35]3[CH:40]=[CH:39][C:38]([C:41]([CH3:44])([CH3:43])[CH3:42])=[CH:37][CH:36]=3)[N:20]=2)=[CH:15][CH:14]=1.Br[C:46]1[CH:47]=[CH:48][C:49]([C:52]2[CH:57]=[CH:56][CH:55]=[CH:54][N:53]=2)=[N:50][CH:51]=1. The catalyst is C1C=CC([P]([Pd]([P](C2C=CC=CC=2)(C2C=CC=CC=2)C2C=CC=CC=2)([P](C2C=CC=CC=2)(C2C=CC=CC=2)C2C=CC=CC=2)[P](C2C=CC=CC=2)(C2C=CC=CC=2)C2C=CC=CC=2)(C2C=CC=CC=2)C2C=CC=CC=2)=CC=1.O1CCCC1. The product is [C:31]([C:28]1[CH:27]=[CH:26][C:25]([C:23]2[N:22]=[C:21]([C:35]3[CH:40]=[CH:39][C:38]([C:41]([CH3:43])([CH3:44])[CH3:42])=[CH:37][CH:36]=3)[N:20]=[C:19]([C:16]3[CH:15]=[CH:14][C:13]([C:46]4[CH:47]=[CH:48][C:49]([C:52]5[CH:57]=[CH:56][CH:55]=[CH:54][N:53]=5)=[N:50][CH:51]=4)=[CH:18][CH:17]=3)[N:24]=2)=[CH:30][CH:29]=1)([CH3:32])([CH3:33])[CH3:34]. The yield is 0.560. (2) The reactants are [NH2:1][C:2]1([C:8]#[N:9])[CH2:7][CH2:6][CH2:5][CH2:4][CH2:3]1.[ClH:10]. The yield is 0.890. The catalyst is C(O)C.[Pt]=O. The product is [ClH:10].[ClH:10].[NH2:9][CH2:8][C:2]1([NH2:1])[CH2:7][CH2:6][CH2:5][CH2:4][CH2:3]1. (3) The reactants are [CH2:1]([NH:8][C:9]([C:11]1[C:12]([OH:20])=[N:13][CH:14]=[C:15]([CH:19]=1)[C:16]([OH:18])=[O:17])=[O:10])[C:2]1[CH:7]=[CH:6][CH:5]=[CH:4][CH:3]=1.CCN=C=NCCCN(C)C.Cl.C1C=CC2N(O)N=NC=2C=1.[CH2:43](N)[C:44]1[CH:49]=[CH:48][CH:47]=[CH:46][CH:45]=1. The catalyst is CN(C)C=O.O. The product is [CH2:1]([N:8]([CH2:43][C:44]1[CH:49]=[CH:48][CH:47]=[CH:46][CH:45]=1)[C:9]([C:11]1[C:12](=[O:20])[NH:13][CH:14]=[C:15]([C:16]([OH:18])=[O:17])[CH:19]=1)=[O:10])[C:2]1[CH:7]=[CH:6][CH:5]=[CH:4][CH:3]=1. The yield is 0.810. (4) The reactants are [NH2:1][C:2]1[C:3]([OH:11])=[C:4]([CH:8]=[CH:9][CH:10]=1)[C:5]([OH:7])=[O:6].[CH2:12](C(CC)(CC)C([O-])([O-])[O-])[CH3:13].[CH3:23][C:24]1C=CC(S(O)(=O)=O)=CC=1. No catalyst specified. The product is [CH3:12][C:13]1[O:11][C:3]2[C:4]([C:5]([O:7][CH2:23][CH3:24])=[O:6])=[CH:8][CH:9]=[CH:10][C:2]=2[N:1]=1. The yield is 0.950. (5) The reactants are Br[CH2:2][C:3]1[O:7][C:6]2[C:8]([O:14]C(=O)C)=[C:9]([O:12][CH3:13])[CH:10]=[CH:11][C:5]=2[C:4]=1[C:18](=[O:31])[C:19]1[CH:24]=[C:23]([O:25][CH3:26])[C:22]([O:27][CH3:28])=[C:21]([O:29][CH3:30])[CH:20]=1.[CH3:32][NH:33][CH3:34]. The catalyst is C1COCC1. The product is [CH3:32][N:33]([CH:2]=[C:3]1[O:7][C:6]2[C:8]([OH:14])=[C:9]([O:12][CH3:13])[CH:10]=[CH:11][C:5]=2[CH:4]1[C:18](=[O:31])[C:19]1[CH:24]=[C:23]([O:25][CH3:26])[C:22]([O:27][CH3:28])=[C:21]([O:29][CH3:30])[CH:20]=1)[CH3:34]. The yield is 0.710.